Dataset: Catalyst prediction with 721,799 reactions and 888 catalyst types from USPTO. Task: Predict which catalyst facilitates the given reaction. Reactant: [H-].[Na+].[O:3]1[CH2:8][CH2:7][CH2:6][CH2:5][CH:4]1[O:9][CH2:10][CH2:11][OH:12].[CH2:13]([O:15][C:16]([C:18]1[N:19]=[C:20](Br)[S:21][CH:22]=1)=[O:17])[CH3:14].C(O)(=O)C. Product: [CH2:13]([O:15][C:16]([C:18]1[N:19]=[C:20]([O:12][CH2:11][CH2:10][O:9][CH:4]2[CH2:5][CH2:6][CH2:7][CH2:8][O:3]2)[S:21][CH:22]=1)=[O:17])[CH3:14]. The catalyst class is: 42.